Dataset: Reaction yield outcomes from USPTO patents with 853,638 reactions. Task: Predict the reaction yield, written as a fraction of the theoretical maximum amount of product (1.0 means a 100% yield; for example, 0.34 means a 34% yield). (1) The reactants are [Cl:1][C:2]1[C:3]2[CH:12]=[CH:11][CH:10]=[CH:9][C:4]=2[S:5][C:6]=1[CH:7]=O.[CH3:13][NH2:14].[BH4-].[Na+]. The catalyst is CO. The product is [Cl:1][C:2]1[C:3]2[CH:12]=[CH:11][CH:10]=[CH:9][C:4]=2[S:5][C:6]=1[CH2:7][NH:14][CH3:13]. The yield is 0.800. (2) The reactants are [OH2:1].[OH-].[Li+].Cl.[CH2:5]1[CH2:9][O:8][CH2:7][CH2:6]1. The catalyst is O.CO. The product is [CH3:9][C:5]1[CH2:6][CH2:7][C@H:6]([C:7]([OH:1])=[O:8])[CH2:5][CH:9]=1. The yield is 0.910. (3) The reactants are [CH3:1][O:2][C:3]1[CH:4]=[C:5]2[C:10](=[CH:11][C:12]=1[O:13][CH3:14])[N:9]=[CH:8][CH:7]=[C:6]2[O:15][C:16]1[CH:22]=[CH:21][C:19]([NH2:20])=[CH:18][CH:17]=1.Cl[C:24](Cl)([O:26][C:27](=[O:33])OC(Cl)(Cl)Cl)Cl.[CH2:35]([C:39]1[CH:44]=[CH:43]C(O)=[CH:41][CH:40]=1)[CH2:36][CH2:37][CH3:38].C(=O)(O)[O-].[Na+]. The catalyst is C(Cl)Cl.C(N(CC)CC)C.C1(C)C=CC=CC=1. The product is [CH3:1][O:2][C:3]1[CH:4]=[C:5]2[C:10](=[CH:11][C:12]=1[O:13][CH3:14])[N:9]=[CH:8][CH:7]=[C:6]2[O:15][C:16]1[CH:22]=[CH:21][C:19]([NH:20][C:27](=[O:33])[O:26][C:24]2[CH:43]=[CH:44][C:39]([CH2:35][CH2:36][CH2:37][CH3:38])=[CH:40][CH:41]=2)=[CH:18][CH:17]=1. The yield is 0.750. (4) The reactants are Br[C:2]1[C:3]([O:17][C:18]2[CH:23]=[CH:22][C:21]([Cl:24])=[CH:20][C:19]=2[C:25]#[N:26])=[C:4]2[C:9](=[CH:10][CH:11]=1)[N:8]([C:12]([O:14][CH3:15])=[O:13])[C@@H:7]([CH3:16])[CH2:6][CH2:5]2.CC1(C)C(C)(C)OB([C:35]2[CH:36]=[N:37][N:38]([CH:40]3[CH2:45][CH2:44][N:43]([C:46]([O:48][C:49]([CH3:52])([CH3:51])[CH3:50])=[O:47])[CH2:42][CH2:41]3)[CH:39]=2)O1.C(=O)([O-])[O-].[Cs+].[Cs+]. The catalyst is CC(C1C=C(C(C)C)C(C2C=CC=C(P(C3CCCCC3)C3CCCCC3)C=2)=C(C(C)C)C=1)C.C1C=[C-]C(C2C(N)=CC=CC=2)=CC=1.Cl[Pd+].O1CCOCC1.O. The product is [C:49]([O:48][C:46]([N:43]1[CH2:42][CH2:41][CH:40]([N:38]2[CH:39]=[C:35]([C:2]3[C:3]([O:17][C:18]4[CH:23]=[CH:22][C:21]([Cl:24])=[CH:20][C:19]=4[C:25]#[N:26])=[C:4]4[C:9](=[CH:10][CH:11]=3)[N:8]([C:12]([O:14][CH3:15])=[O:13])[C@@H:7]([CH3:16])[CH2:6][CH2:5]4)[CH:36]=[N:37]2)[CH2:45][CH2:44]1)=[O:47])([CH3:52])([CH3:50])[CH3:51]. The yield is 0.600. (5) The reactants are [Cl:1][C:2]1[CH:17]=[CH:16][C:15]([C@H:18]2[C@H:23]([OH:24])[C@@H:22]([OH:25])[C@H:21]([OH:26])[C@@H:20]([CH2:27][OH:28])[O:19]2)=[CH:14][C:3]=1[CH2:4][C:5]1[CH:10]=[CH:9][C:8]([C:11](=O)[CH3:12])=[CH:7][CH:6]=1.N1C=CC=CC=1.C([O-])(=O)C.[Na+].Cl.[CH3:41][O:42][NH2:43]. The catalyst is C(O)C. The product is [CH3:41][O:42][N:43]=[C:11]([C:8]1[CH:9]=[CH:10][C:5]([CH2:4][C:3]2[CH:14]=[C:15]([C@H:18]3[C@H:23]([OH:24])[C@@H:22]([OH:25])[C@H:21]([OH:26])[C@@H:20]([CH2:27][OH:28])[O:19]3)[CH:16]=[CH:17][C:2]=2[Cl:1])=[CH:6][CH:7]=1)[CH3:12]. The yield is 0.690. (6) The reactants are Br[C:2]1[CH:9]=[CH:8][CH:7]=[C:6]([N:10]2[C:22](=[O:23])[C:21]3[S:20][C:19]4[CH2:18][CH2:17][CH2:16][CH2:15][C:14]=4[C:13]=3[CH:12]=[N:11]2)[C:3]=1[CH:4]=[O:5].[CH3:24][N:25]1[CH:30]=[C:29](B2OC(C)(C)C(C)(C)O2)[CH:28]=[C:27]([NH:40][C:41]2[CH:46]=[CH:45][C:44]([N:47]3[CH2:52][CH2:51][N:50]([CH:53]4[CH2:56][O:55][CH2:54]4)[CH2:49][C@@H:48]3[CH3:57])=[CH:43][N:42]=2)[C:26]1=[O:58].C([O-])(=O)C.[Na+].[O-]P([O-])([O-])=O.[K+].[K+].[K+]. The catalyst is C1C=CC(P(C2C=CC=CC=2)[C-]2C=CC=C2)=CC=1.C1C=CC(P(C2C=CC=CC=2)[C-]2C=CC=C2)=CC=1.Cl[Pd]Cl.[Fe+2].C(#N)C. The product is [CH3:24][N:25]1[C:26](=[O:58])[C:27]([NH:40][C:41]2[CH:46]=[CH:45][C:44]([N:47]3[CH2:52][CH2:51][N:50]([CH:53]4[CH2:54][O:55][CH2:56]4)[CH2:49][C@@H:48]3[CH3:57])=[CH:43][N:42]=2)=[CH:28][C:29]([C:2]2[CH:9]=[CH:8][CH:7]=[C:6]([N:10]3[C:22](=[O:23])[C:21]4[S:20][C:19]5[CH2:18][CH2:17][CH2:16][CH2:15][C:14]=5[C:13]=4[CH:12]=[N:11]3)[C:3]=2[CH:4]=[O:5])=[CH:30]1. The yield is 0.460. (7) The reactants are [CH3:1][C:2]1[CH:7]=[CH:6][C:5]([S:8]([O:11][CH2:12][CH:13]2[CH2:17][C:16]3[CH:18]=[CH:19][CH:20]=[C:21](Br)[C:15]=3[O:14]2)(=[O:10])=[O:9])=[CH:4][CH:3]=1.[Cl:23][C:24]1[CH:25]=[C:26](B(O)O)[CH:27]=[CH:28][CH:29]=1.C(=O)([O-])[O-].[K+].[K+].CC1C=CC(S(OCC2CC3C(C4C=CC=CC=4)=CC=CC=3O2)(=O)=O)=CC=1. The catalyst is CC1C=CC=CC=1[P](C1C=CC=CC=1C)([Pd](Cl)(Cl)[P](C1=C(C)C=CC=C1)(C1C=CC=CC=1C)C1C=CC=CC=1C)C1C=CC=CC=1C. The product is [CH3:1][C:2]1[CH:7]=[CH:6][C:5]([S:8]([O:11][CH2:12][CH:13]2[CH2:17][C:16]3[CH:18]=[CH:19][CH:20]=[C:21]([C:29]4[CH:28]=[CH:27][CH:26]=[CH:25][C:24]=4[Cl:23])[C:15]=3[O:14]2)(=[O:10])=[O:9])=[CH:4][CH:3]=1. The yield is 0.720. (8) The reactants are [NH2:1][C:2]1[N:6]([C:7]2[CH:12]=[CH:11][CH:10]=[CH:9][CH:8]=2)[N:5]=[C:4]([O:13][CH2:14][CH:15]2[CH2:20][CH2:19][N:18]([C:21]([O:23][C:24]([CH3:27])([CH3:26])[CH3:25])=[O:22])[CH2:17][CH2:16]2)[C:3]=1[CH3:28].C1(C2C=CC([CH2:38][O:39]C)=CC=2CN)CC1.[F:43][CH:44]([F:57])[O:45][C:46]1[CH:51]=[CH:50][C:49]([CH2:52][O:53][CH3:54])=[CH:48][C:47]=1[CH2:55][NH2:56]. No catalyst specified. The product is [F:43][CH:44]([F:57])[O:45][C:46]1[CH:51]=[CH:50][C:49]([CH2:52][O:53][CH3:54])=[CH:48][C:47]=1[CH2:55][NH:56][C:38](=[O:39])[NH:1][C:2]1[N:6]([C:7]2[CH:12]=[CH:11][CH:10]=[CH:9][CH:8]=2)[N:5]=[C:4]([O:13][CH2:14][CH:15]2[CH2:16][CH2:17][N:18]([C:21]([O:23][C:24]([CH3:25])([CH3:27])[CH3:26])=[O:22])[CH2:19][CH2:20]2)[C:3]=1[CH3:28]. The yield is 0.530.